From a dataset of Full USPTO retrosynthesis dataset with 1.9M reactions from patents (1976-2016). Predict the reactants needed to synthesize the given product. (1) The reactants are: [Cl:1][C:2]1[N:3]=[C:4]2[C:9](=[CH:10][CH:11]=1)[N:8]=[CH:7][C:6]([C:12]([OH:14])=O)=[C:5]2[NH:15][C:16]1[CH:21]=[CH:20][CH:19]=[C:18]([C:22]([F:25])([F:24])[F:23])[CH:17]=1.C(N(CC)CC)C.[CH3:33][O:34][C:35]1[CH:42]=[CH:41][C:38]([CH2:39][NH2:40])=[CH:37][CH:36]=1. Given the product [CH3:33][O:34][C:35]1[CH:42]=[CH:41][C:38]([CH2:39][NH:40][C:12]([C:6]2[CH:7]=[N:8][C:9]3[C:4]([C:5]=2[NH:15][C:16]2[CH:21]=[CH:20][CH:19]=[C:18]([C:22]([F:25])([F:24])[F:23])[CH:17]=2)=[N:3][C:2]([Cl:1])=[CH:11][CH:10]=3)=[O:14])=[CH:37][CH:36]=1, predict the reactants needed to synthesize it. (2) Given the product [C:14]([C:4]1[CH:3]=[C:2]([NH:1][C:27]([NH:26][C:21]2[CH:22]=[CH:23][C:24]([Cl:25])=[C:19]([Cl:18])[CH:20]=2)=[O:28])[NH:6][N:5]=1)([CH3:15])([CH3:16])[CH3:17], predict the reactants needed to synthesize it. The reactants are: [NH2:1][C:2]1[CH:3]=[C:4]([C:14]([CH3:17])([CH3:16])[CH3:15])[N:5](C(OC(C)(C)C)=O)[N:6]=1.[Cl:18][C:19]1[CH:20]=[C:21]([N:26]=[C:27]=[O:28])[CH:22]=[CH:23][C:24]=1[Cl:25]. (3) Given the product [ClH:31].[F:21][C:15]1[CH:16]=[CH:17][CH:18]=[C:19]([F:20])[C:14]=1[N:7]1[C:8]2[CH:13]=[CH:12][CH:11]=[CH:10][C:9]=2[N:5]([CH2:4][CH2:3][CH2:2][NH:30][CH:24]2[CH2:29][CH2:28][CH2:27][CH2:26][CH2:25]2)[S:6]1(=[O:23])=[O:22], predict the reactants needed to synthesize it. The reactants are: Br[CH2:2][CH2:3][CH2:4][N:5]1[C:9]2[CH:10]=[CH:11][CH:12]=[CH:13][C:8]=2[N:7]([C:14]2[C:19]([F:20])=[CH:18][CH:17]=[CH:16][C:15]=2[F:21])[S:6]1(=[O:23])=[O:22].[CH:24]1([NH2:30])[CH2:29][CH2:28][CH2:27][CH2:26][CH2:25]1.[ClH:31]. (4) Given the product [Br:8][C:5]1[CH:6]=[CH:7][C:2]([CH:14]([C:15]2[CH:20]=[CH:19][C:18]([O:21][CH3:22])=[CH:17][CH:16]=2)[OH:23])=[CH:3][CH:4]=1, predict the reactants needed to synthesize it. The reactants are: Br[C:2]1[CH:7]=[CH:6][C:5]([Br:8])=[CH:4][CH:3]=1.C([Li])CCC.[CH:14](=[O:23])[C:15]1[CH:20]=[CH:19][C:18]([O:21][CH3:22])=[CH:17][CH:16]=1. (5) Given the product [CH3:1][C:2]1[S:3][CH:4]=[CH:5][C:6]=1[CH2:7][CH2:8][NH2:9], predict the reactants needed to synthesize it. The reactants are: [CH3:1][C:2]1[S:3][CH:4]=[CH:5][C:6]=1[CH:7]=[CH:8][N+:9]([O-])=O.[H-].[H-].[H-].[H-].[Li+].[Al+3].C(Cl)Cl.CO.CCN(CC)CC. (6) Given the product [NH2:18][C:17]1[N:19]=[C:5]([C:7]2[N:11]([CH3:12])[C:10]([CH3:13])=[N:9][CH:8]=2)[CH:4]=[CH:3][N:16]=1, predict the reactants needed to synthesize it. The reactants are: CN(C)[CH:3]=[CH:4][C:5]([C:7]1[N:11]([CH3:12])[C:10]([CH3:13])=[N:9][CH:8]=1)=O.Cl.[NH2:16][C:17]([NH2:19])=[NH:18].C[O-].[Na+]. (7) Given the product [O:25]1[C:26]2[CH:27]=[CH:28][C:29]([C:2]3[CH:3]=[N:4][N:5]4[C:10]([C:11]5[CH:12]=[C:13]([NH:17][C:18](=[O:23])[CH2:19][CH:20]([CH3:22])[CH3:21])[CH:14]=[CH:15][CH:16]=5)=[CH:9][CH:8]=[N:7][C:6]=34)=[CH:30][C:31]=2[O:32][CH2:24]1, predict the reactants needed to synthesize it. The reactants are: Br[C:2]1[CH:3]=[N:4][N:5]2[C:10]([C:11]3[CH:12]=[C:13]([NH:17][C:18](=[O:23])[CH2:19][CH:20]([CH3:22])[CH3:21])[CH:14]=[CH:15][CH:16]=3)=[CH:9][CH:8]=[N:7][C:6]=12.[CH2:24]1[O:32][C:31]2[CH:30]=[CH:29][C:28](B(O)O)=[CH:27][C:26]=2[O:25]1.